Task: Predict which catalyst facilitates the given reaction.. Dataset: Catalyst prediction with 721,799 reactions and 888 catalyst types from USPTO Reactant: [Cl:1][C:2]1[CH:3]=[C:4]([C@H:9]2[CH2:14][C@H:13]([C:15](=[O:22])[CH2:16][C:17](OCC)=[O:18])[CH2:12][CH2:11][N:10]2[C:23]([O:25][CH3:26])=[O:24])[CH:5]=[C:6]([Cl:8])[CH:7]=1.[OH-].[Na+].[NH2:29]O.Cl. Product: [Cl:1][C:2]1[CH:3]=[C:4]([C@H:9]2[CH2:14][C@H:13]([C:15]3[O:22][NH:29][C:17](=[O:18])[CH:16]=3)[CH2:12][CH2:11][N:10]2[C:23]([O:25][CH3:26])=[O:24])[CH:5]=[C:6]([Cl:8])[CH:7]=1. The catalyst class is: 24.